Dataset: Full USPTO retrosynthesis dataset with 1.9M reactions from patents (1976-2016). Task: Predict the reactants needed to synthesize the given product. (1) Given the product [CH2:3]([C:4]([CH3:5])=[O:12])[CH:2]([CH3:7])[CH3:1].[C:1]([O-:9])(=[O:8])[C:2]1[CH:7]=[CH:6][CH:5]=[CH:4][CH:3]=1.[Na+:10].[C:2]1([CH3:1])[CH:7]=[CH:6][CH:5]=[CH:4][CH:3]=1, predict the reactants needed to synthesize it. The reactants are: [C:1]([O-:9])(=[O:8])[C:2]1[CH:7]=[CH:6][CH:5]=[CH:4][CH:3]=1.[Na+:10].C[OH:12]. (2) Given the product [NH2:27][C:20]1[CH:19]=[C:18]([C:15]2[CH2:14][C:13]([C:8]3[CH:9]=[C:10]([Cl:12])[CH:11]=[C:6]([Cl:5])[CH:7]=3)([C:30]([F:33])([F:32])[F:31])[O:17][N:16]=2)[CH:26]=[CH:25][C:21]=1[C:22]([NH2:24])=[O:23], predict the reactants needed to synthesize it. The reactants are: C(O)(=O)C.[Cl:5][C:6]1[CH:7]=[C:8]([C:13]2([C:30]([F:33])([F:32])[F:31])[O:17][N:16]=[C:15]([C:18]3[CH:26]=[CH:25][C:21]([C:22]([NH2:24])=[O:23])=[C:20]([N+:27]([O-])=O)[CH:19]=3)[CH2:14]2)[CH:9]=[C:10]([Cl:12])[CH:11]=1. (3) The reactants are: [F:1][C:2]1[CH:3]=[C:4]([CH2:9][C:10]([OH:12])=O)[CH:5]=[C:6]([F:8])[CH:7]=1.Cl.N[C@H](C([NH:19][CH:20]1[C:26](=[O:27])[N:25]([C:28]2[CH:33]=[CH:32][CH:31]=[CH:30][CH:29]=2)[C:24]2[CH:34]=[CH:35][CH:36]=[CH:37][C:23]=2[N:22]([C:38]2[CH:43]=[CH:42][CH:41]=[CH:40][CH:39]=2)[C:21]1=[O:44])=O)C. Given the product [F:8][C:6]1[CH:5]=[C:4]([CH2:9][C:10]([NH:19][C@H:20]([C:26]([C:20]2([NH2:19])[C:21](=[O:44])[N:22]([C:38]3[CH:39]=[CH:40][CH:41]=[CH:42][CH:43]=3)[C:23]3[CH:37]=[CH:36][CH:35]=[CH:34][C:24]=3[N:25]([C:28]3[CH:33]=[CH:32][CH:31]=[CH:30][CH:29]=3)[C:26]2=[O:27])=[O:27])[CH3:21])=[O:12])[CH:3]=[C:2]([F:1])[CH:7]=1, predict the reactants needed to synthesize it. (4) Given the product [CH2:1]([O:3][C:4]([C:6]1[C:7]2[C:15]3[N:17]=[CH:18][CH:19]=[CH:20][C:14]=3[CH2:13][CH2:12][CH2:11][C:8]=2[NH:9][CH:10]=1)=[O:5])[CH3:2], predict the reactants needed to synthesize it. The reactants are: [CH2:1]([O:3][C:4]([C:6]1[C:7]2[C:15](=O)[CH2:14][CH2:13][CH2:12][CH2:11][C:8]=2[NH:9][CH:10]=1)=[O:5])[CH3:2].[NH2:17][CH:18]=[CH:19][CH:20]=O.C([O-])(=O)C.[NH4+].